The task is: Predict the reaction yield, written as a fraction of the theoretical maximum amount of product (1.0 means a 100% yield; for example, 0.34 means a 34% yield).. This data is from Reaction yield outcomes from USPTO patents with 853,638 reactions. (1) The yield is 1.00. The catalyst is C1COCC1. The reactants are [Na].N.[C:3]([O:7][C:8](=[O:32])[NH:9][C@@:10]12[CH2:15][CH:14]1[CH2:13][N:12](S(C1C=CC(C)=CC=1)(=O)=O)[C@H:11]2[C:26]1[CH:31]=[CH:30][CH:29]=[CH:28][CH:27]=1)([CH3:6])([CH3:5])[CH3:4]. The product is [C:3]([O:7][C:8](=[O:32])[NH:9][C@@:10]12[CH2:15][CH:14]1[CH2:13][NH:12][C@H:11]2[C:26]1[CH:27]=[CH:28][CH:29]=[CH:30][CH:31]=1)([CH3:6])([CH3:4])[CH3:5]. (2) The reactants are [CH:1]1([CH2:6][C@H:7]([CH2:28][N:29]([CH:38]=[O:39])[O:30][CH2:31][C:32]2[CH:37]=[CH:36][CH:35]=[CH:34][CH:33]=2)[C:8]([N:10]2[CH:14]([C:15]([OH:17])=O)[CH2:13][CH2:12][N:11]2[C:18]([O:20][CH2:21][C:22]2[CH:27]=[CH:26][CH:25]=[CH:24][CH:23]=2)=[O:19])=[O:9])[CH2:5][CH2:4][CH2:3][CH2:2]1.C(N(CC)C(C)C)(C)C.ClC1C=C(Cl)C=C(Cl)C=1C(Cl)=O.[NH2:61][C:62]1[C:67]([CH3:68])=[CH:66][CH:65]=[CH:64][N:63]=1. The catalyst is C1(C[C@H](CN(C=O)OCC2C=CC=CC=2)C(N2[C@H](C(O)=O)CCN2C(OCC2C=CC=CC=2)=O)=O)CCCC1.O1CCCC1.CN(C1C=CN=CC=1)C. The product is [CH:1]1([CH2:6][C@H:7]([CH2:28][N:29]([CH:38]=[O:39])[O:30][CH2:31][C:32]2[CH:33]=[CH:34][CH:35]=[CH:36][CH:37]=2)[C:8]([N:10]2[C@H:14]([C:15]([NH:61][C:62]3[C:67]([CH3:68])=[CH:66][CH:65]=[CH:64][N:63]=3)=[O:17])[CH2:13][CH2:12][N:11]2[C:18]([O:20][CH2:21][C:22]2[CH:23]=[CH:24][CH:25]=[CH:26][CH:27]=2)=[O:19])=[O:9])[CH2:2][CH2:3][CH2:4][CH2:5]1. The yield is 0.610. (3) The reactants are [CH2:1]([O:3][C:4]([C:6]1[NH:7][C:8]2[C:13]([CH:14]=1)=[CH:12][C:11]([O:15]C)=[C:10]([Br:17])[CH:9]=2)=[O:5])[CH3:2].B(Br)(Br)Br.C(=O)(O)[O-].[Na+]. The catalyst is ClCCl. The product is [CH2:1]([O:3][C:4]([C:6]1[NH:7][C:8]2[C:13]([CH:14]=1)=[CH:12][C:11]([OH:15])=[C:10]([Br:17])[CH:9]=2)=[O:5])[CH3:2]. The yield is 0.720. (4) The reactants are [C:1]([O:5][CH2:6][C:7]1[CH:12]=[CH:11][CH:10]=[CH:9][CH:8]=1)(=[O:4])[CH:2]=[CH2:3].O1CCOCC1.N12CCN(CC1)CC2.[CH2:27]=[O:28]. The catalyst is O. The product is [OH:28][CH2:27][C:2](=[CH2:3])[C:1]([O:5][CH2:6][C:7]1[CH:12]=[CH:11][CH:10]=[CH:9][CH:8]=1)=[O:4]. The yield is 0.480. (5) The reactants are [N:1]1[C:10]2[C:5](=[CH:6][C:7]([CH:11]=O)=[CH:8][CH:9]=2)[CH:4]=[CH:3][CH:2]=1.[NH2:13][C:14]1[CH:22]=[CH:21][CH:20]=[C:19]2[C:15]=1[CH2:16][O:17][C:18]2=[O:23].S([O-])([O-])(=O)=O.[Mg+2]. The catalyst is C(#N)C. The product is [N:1]1[C:10]2[C:5](=[CH:6][C:7](/[CH:11]=[N:13]/[C:14]3[CH:22]=[CH:21][CH:20]=[C:19]4[C:15]=3[CH2:16][O:17][C:18]4=[O:23])=[CH:8][CH:9]=2)[CH:4]=[CH:3][CH:2]=1. The yield is 0.930. (6) The reactants are Cl[C:2]1[CH:3]=[CH:4][C:5]2[N:6]=[C:7]([NH:20][CH2:21][C:22]3[CH:27]=[CH:26][C:25]([S:28]([NH2:31])(=[O:30])=[O:29])=[CH:24][CH:23]=3)[N:8]=[C:9]([NH:12][C:13]3([C:16]([F:19])([F:18])[F:17])[CH2:15][CH2:14]3)[C:10]=2[N:11]=1.[CH3:32][S:33]([C:36]1[CH:37]=[C:38](B2OC(C)(C)C(C)(C)O2)[CH:39]=[CH:40][C:41]=1[O:42][CH3:43])(=[O:35])=[O:34].C(=O)(O)[O-].[Na+]. The catalyst is COCCOC. The product is [CH3:32][S:33]([C:36]1[CH:37]=[C:38]([C:2]2[CH:3]=[CH:4][C:5]3[N:6]=[C:7]([NH:20][CH2:21][C:22]4[CH:27]=[CH:26][C:25]([S:28]([NH2:31])(=[O:30])=[O:29])=[CH:24][CH:23]=4)[N:8]=[C:9]([NH:12][C:13]4([C:16]([F:18])([F:19])[F:17])[CH2:15][CH2:14]4)[C:10]=3[N:11]=2)[CH:39]=[CH:40][C:41]=1[O:42][CH3:43])(=[O:34])=[O:35]. The yield is 0.400. (7) The reactants are Br[C:2]1[CH:3]=[C:4]([CH:17]=[CH:18][CH:19]=1)[C:5]([N:7]([C:9]1[CH:14]=[CH:13][CH:12]=[C:11]([O:15][CH3:16])[CH:10]=1)[CH3:8])=[O:6].[CH3:20][O:21][C:22]1[CH:23]=[C:24](B(O)O)[CH:25]=[CH:26][CH:27]=1. The catalyst is [Pd].C1(P(C2C=CC=CC=2)C2C=CC=CC=2)C=CC=CC=1.C1(P(C2C=CC=CC=2)C2C=CC=CC=2)C=CC=CC=1.C1(P(C2C=CC=CC=2)C2C=CC=CC=2)C=CC=CC=1.C1(P(C2C=CC=CC=2)C2C=CC=CC=2)C=CC=CC=1. The product is [CH3:20][O:21][C:22]1[CH:27]=[C:26]([C:2]2[CH:19]=[CH:18][CH:17]=[C:4]([C:5]([N:7]([C:9]3[CH:14]=[CH:13][CH:12]=[C:11]([O:15][CH3:16])[CH:10]=3)[CH3:8])=[O:6])[CH:3]=2)[CH:25]=[CH:24][CH:23]=1. The yield is 0.980. (8) The reactants are [C:1]([NH:4][C:5]1[CH:6]=[CH:7][CH:8]=[C:9]2[C:13]=1[C:12](=[O:14])[N:11]([CH:15]([C:20]1[CH:25]=[CH:24][C:23]([O:26][CH:27]([F:29])[F:28])=[C:22]([O:30][CH2:31][CH3:32])[CH:21]=1)[CH2:16][C:17](O)=[O:18])[CH2:10]2)(=[O:3])[CH3:2].C1N=CN(C(N2C=NC=C2)=O)C=1.Cl.[NH2:46][OH:47]. The catalyst is C1COCC1. The product is [C:1]([NH:4][C:5]1[CH:6]=[CH:7][CH:8]=[C:9]2[C:13]=1[C:12](=[O:14])[N:11]([CH:15]([C:20]1[CH:25]=[CH:24][C:23]([O:26][CH:27]([F:29])[F:28])=[C:22]([O:30][CH2:31][CH3:32])[CH:21]=1)[CH2:16][C:17]([NH:46][OH:47])=[O:18])[CH2:10]2)(=[O:3])[CH3:2]. The yield is 0.400.